Dataset: Reaction yield outcomes from USPTO patents with 853,638 reactions. Task: Predict the reaction yield, written as a fraction of the theoretical maximum amount of product (1.0 means a 100% yield; for example, 0.34 means a 34% yield). The reactants are O[CH2:2][C:3]1[CH:4]=[C:5]([C:9]2[CH:14]=[CH:13][C:12]([C:15]([O:17][CH3:18])=[O:16])=[CH:11][CH:10]=2)[CH:6]=[CH:7][CH:8]=1.P(Br)(Br)[Br:20]. The catalyst is ClCCl. The product is [Br:20][CH2:2][C:3]1[CH:4]=[C:5]([C:9]2[CH:14]=[CH:13][C:12]([C:15]([O:17][CH3:18])=[O:16])=[CH:11][CH:10]=2)[CH:6]=[CH:7][CH:8]=1. The yield is 1.00.